From a dataset of Forward reaction prediction with 1.9M reactions from USPTO patents (1976-2016). Predict the product of the given reaction. (1) Given the reactants [CH:1]([O:4][C:5]1[CH:10]=[CH:9][C:8]([N:11]2[C:16](=[O:17])[C:15]([CH2:18][C:19]3[CH:24]=[CH:23][C:22]([C:25]4[CH:30]=[CH:29][CH:28]=[CH:27][C:26]=4[C:31]4[NH:35][C:34](=[O:36])[O:33][N:32]=4)=[CH:21][CH:20]=3)=[C:14]([CH2:37][CH2:38][CH3:39])[N:13]=[C:12]2[CH3:40])=[CH:7][CH:6]=1)([CH3:3])[CH3:2].C(OC(C)C)(C)C.C(OCC)(=O)CCCCC.[K:58], predict the reaction product. The product is: [K:58].[CH:1]([O:4][C:5]1[CH:10]=[CH:9][C:8]([N:11]2[C:16](=[O:17])[C:15]([CH2:18][C:19]3[CH:24]=[CH:23][C:22]([C:25]4[CH:30]=[CH:29][CH:28]=[CH:27][C:26]=4[C:31]4[NH:35][C:34](=[O:36])[O:33][N:32]=4)=[CH:21][CH:20]=3)=[C:14]([CH2:37][CH2:38][CH3:39])[N:13]=[C:12]2[CH3:40])=[CH:7][CH:6]=1)([CH3:3])[CH3:2]. (2) Given the reactants [C:1]([OH:9])(=[O:8])[C:2]1[CH:7]=[CH:6][CH:5]=[CH:4][CH:3]=1.[F:10][C:11]([F:53])([F:52])[C:12]1[CH:13]=[C:14]([C:22]([CH3:51])([CH3:50])[C:23]([N:25]([CH3:49])[C:26]2[C:27]([C:41]3[CH:46]=[CH:45][C:44]([F:47])=[CH:43][C:42]=3[CH3:48])=[CH:28][C:29]([C@@H:32]3[NH:36][C@@:35]([CH3:40])([C:37]([NH2:39])=[O:38])[CH2:34][CH2:33]3)=[N:30][CH:31]=2)=[O:24])[CH:15]=[C:16]([C:18]([F:21])([F:20])[F:19])[CH:17]=1, predict the reaction product. The product is: [C:1]([OH:9])(=[O:8])[C:2]1[CH:7]=[CH:6][CH:5]=[CH:4][CH:3]=1.[F:53][C:11]([F:10])([F:52])[C:12]1[CH:13]=[C:14]([C:22]([CH3:50])([CH3:51])[C:23]([N:25]([CH3:49])[C:26]2[C:27]([C:41]3[CH:46]=[CH:45][C:44]([F:47])=[CH:43][C:42]=3[CH3:48])=[CH:28][C:29]([C@@H:32]3[NH:36][C@@:35]([CH3:40])([C:37]([NH2:39])=[O:38])[CH2:34][CH2:33]3)=[N:30][CH:31]=2)=[O:24])[CH:15]=[C:16]([C:18]([F:19])([F:20])[F:21])[CH:17]=1. (3) Given the reactants [C:1]([O:4][C@@H:5]1[C@@H:10]([O:11][C:12](=[O:14])[CH3:13])[C@H:9]([O:15][C:16](=[O:18])[CH3:17])[C@@H:8]([O:19]/[C:20](/[C:29]([O:31][CH2:32]C)=[O:30])=[CH:21]\[C:22]2[CH:27]=[CH:26][CH:25]=[CH:24][C:23]=2[F:28])[O:7][C@H:6]1[CH2:34][O:35][C:36](=[O:38])[CH3:37])(=[O:3])[CH3:2].[Cl:39]C1C=CC=C(F)C=1CC(=O)C(OC)=O.[H-].[Na+].[Br-].C(O[C@@H]1[C@@H](OC(=O)C)[C@H](OC(=O)C)[C@@H](COC(=O)C)O[C@@H]1O)(=O)C, predict the reaction product. The product is: [C:1]([O:4][C@@H:5]1[C@@H:10]([O:11][C:12](=[O:14])[CH3:13])[C@H:9]([O:15][C:16](=[O:18])[CH3:17])[C@@H:8]([O:19]/[C:20](/[C:29]([O:31][CH3:32])=[O:30])=[CH:21]\[C:22]2[C:23]([F:28])=[CH:24][CH:25]=[CH:26][C:27]=2[Cl:39])[O:7][C@H:6]1[CH2:34][O:35][C:36](=[O:38])[CH3:37])(=[O:3])[CH3:2]. (4) Given the reactants [CH:1]1([CH2:4][NH:5][C:6]2[CH:13]=[CH:12][C:9]([C:10]#[N:11])=[C:8]([C:14]([F:17])([F:16])[F:15])[CH:7]=2)[CH2:3][CH2:2]1.Br[CH2:19][CH2:20][CH2:21][O:22][Si](C(C)(C)C)(C)C, predict the reaction product. The product is: [CH:1]1([CH2:4][N:5]([CH2:19][CH2:20][CH2:21][OH:22])[C:6]2[CH:13]=[CH:12][C:9]([C:10]#[N:11])=[C:8]([C:14]([F:15])([F:16])[F:17])[CH:7]=2)[CH2:3][CH2:2]1. (5) Given the reactants [CH2:1]([OH:4])[CH2:2][OH:3].[H-].[Na+].Br[CH:8]([O:12][C:13]([C:26]1[CH:31]=[CH:30][CH:29]=[CH:28][CH:27]=1)([C:20]1[CH:25]=[CH:24][CH:23]=[CH:22][CH:21]=1)[C:14]1[CH:19]=[CH:18][CH:17]=[CH:16][CH:15]=1)[CH2:9][CH2:10][CH3:11], predict the reaction product. The product is: [C:13]([O:12][CH2:8][CH2:9][CH2:10][CH2:11][O:3][CH2:2][CH2:1][OH:4])([C:20]1[CH:21]=[CH:22][CH:23]=[CH:24][CH:25]=1)([C:26]1[CH:31]=[CH:30][CH:29]=[CH:28][CH:27]=1)[C:14]1[CH:15]=[CH:16][CH:17]=[CH:18][CH:19]=1. (6) Given the reactants [NH:1]1[CH:5]=[N:4][C:3]([Na])=[N:2]1.Br[CH2:8][C:9]1[CH:16]=[CH:15][C:12]([C:13]#[N:14])=[CH:11][CH:10]=1.[C:17]1(C)[CH:22]=[CH:21][C:20]([C:23]#[N:24])=[CH:19][CH:18]=1.FC1C=CC(C#N)=CC=1.C[Si]([N-][Si](C)(C)C)(C)C.[Na+], predict the reaction product. The product is: [CH:11]1[C:12]([C:13]#[N:14])=[CH:15][CH:16]=[C:9]([CH:8]([N:2]2[N:1]=[CH:5][N:4]=[CH:3]2)[C:17]2[CH:18]=[CH:19][C:20]([C:23]#[N:24])=[CH:21][CH:22]=2)[CH:10]=1. (7) Given the reactants [OH:1][CH:2]1[CH:7]([C:8]2[CH:13]=[CH:12][C:11]([OH:14])=[CH:10][CH:9]=2)[CH2:6][CH2:5][N:4]([C:15]([O:17][C:18]([CH3:21])([CH3:20])[CH3:19])=[O:16])[CH2:3]1.Br[CH2:23][CH2:24][CH2:25][O:26][C:27]1[CH:32]=[CH:31][CH:30]=[CH:29][C:28]=1[Cl:33], predict the reaction product. The product is: [Cl:33][C:28]1[CH:29]=[CH:30][CH:31]=[CH:32][C:27]=1[O:26][CH2:25][CH2:24][CH2:23][O:14][C:11]1[CH:10]=[CH:9][C:8]([CH:7]2[CH2:6][CH2:5][N:4]([C:15]([O:17][C:18]([CH3:21])([CH3:20])[CH3:19])=[O:16])[CH2:3][CH:2]2[OH:1])=[CH:13][CH:12]=1. (8) Given the reactants C(O)(=O)CC.C[O:7][C:8](=[O:39])[CH:9]([NH:35][C:36](=[O:38])[CH3:37])[CH2:10][S:11][C:12]1[S:16][C:15]([NH:17][C:18]([NH:20][C:21]2[CH:26]=[CH:25][C:24]([CH3:27])=[CH:23][C:22]=2[C:28]([CH:30]2[CH2:34][CH2:33][CH2:32][CH2:31]2)=[O:29])=[O:19])=[N:14][CH:13]=1, predict the reaction product. The product is: [C:36]([NH:35][CH:9]([CH2:10][S:11][C:12]1[S:16][C:15]([NH:17][C:18]([NH:20][C:21]2[CH:26]=[CH:25][C:24]([CH3:27])=[CH:23][C:22]=2[C:28]([CH:30]2[CH2:31][CH2:32][CH2:33][CH2:34]2)=[O:29])=[O:19])=[N:14][CH:13]=1)[C:8]([OH:39])=[O:7])(=[O:38])[CH3:37]. (9) Given the reactants [CH3:1][C:2]1[CH:3]=[C:4]([C:8]2[C:16]3[O:15][CH:14]([CH2:17][NH2:18])[CH2:13][C:12]=3[CH:11]=[CH:10][CH:9]=2)[CH:5]=[CH:6][CH:7]=1.C(N(C(C)C)CC)(C)C.Cl[C:29]([O:31][CH2:32][C:33]1[CH:38]=[CH:37][CH:36]=[CH:35][CH:34]=1)=[O:30].C1(C2C3OC(CNC(=O)OCC4C=CC=CC=4)CC=3C=CC=2)CCCC1, predict the reaction product. The product is: [CH2:32]([O:31][C:29](=[O:30])[NH:18][CH2:17][CH:14]1[CH2:13][C:12]2[CH:11]=[CH:10][CH:9]=[C:8]([C:4]3[CH:5]=[CH:6][CH:7]=[C:2]([CH3:1])[CH:3]=3)[C:16]=2[O:15]1)[C:33]1[CH:38]=[CH:37][CH:36]=[CH:35][CH:34]=1. (10) Given the reactants [H-].[Na+].[CH:3]1([C@H:7]([NH:9][C:10]2[N:18]=[C:17]([C:19]#[N:20])[N:16]=[C:15]3[C:11]=2[N:12]([CH2:24][C:25]2[CH:30]=[CH:29][C:28]([C:31]([F:34])([F:33])[F:32])=[CH:27][CH:26]=2)[C:13]([CH:21]([OH:23])[CH3:22])=[N:14]3)[CH3:8])[CH2:6][CH2:5][CH2:4]1.[CH2:35](Br)[CH:36]([CH3:38])[CH3:37], predict the reaction product. The product is: [CH:3]1([C@H:7]([NH:9][C:10]2[N:18]=[C:17]([C:19]#[N:20])[N:16]=[C:15]3[C:11]=2[N:12]([CH2:24][C:25]2[CH:30]=[CH:29][C:28]([C:31]([F:33])([F:34])[F:32])=[CH:27][CH:26]=2)[C:13]([CH:21]([O:23][CH2:35][CH:36]([CH3:38])[CH3:37])[CH3:22])=[N:14]3)[CH3:8])[CH2:6][CH2:5][CH2:4]1.